Task: Predict which catalyst facilitates the given reaction.. Dataset: Catalyst prediction with 721,799 reactions and 888 catalyst types from USPTO (1) Reactant: [O:1]1[C:5]2([CH2:10][CH2:9][C:8](=[O:11])[CH2:7][CH2:6]2)[O:4][CH2:3][CH2:2]1.[O:12](S(C(F)(F)F)(=O)=O)[S:13]([C:16]([F:19])([F:18])[F:17])(=O)=[O:14]. Product: [F:17][C:16]([F:19])([F:18])[S:13]([O:11][C:8]1[CH2:7][CH2:6][C:5]2([O:4][CH2:3][CH2:2][O:1]2)[CH2:10][CH:9]=1)(=[O:14])=[O:12]. The catalyst class is: 28. (2) Reactant: [CH3:1][O:2][CH2:3][CH2:4][NH2:5].[S:6](F)(=[O:15])([C:8]1[CH:13]=[CH:12][C:11]([NH2:14])=[CH:10][CH:9]=1)=[O:7].C(N(CC)CC)C. Product: [CH3:1][O:2][CH2:3][CH2:4][NH:5][S:6]([C:8]1[CH:13]=[CH:12][C:11]([NH2:14])=[CH:10][CH:9]=1)(=[O:15])=[O:7]. The catalyst class is: 51. (3) Reactant: [F:1][C:2]1([F:8])[CH2:4][CH:3]1[C:5](O)=[O:6].CCN(C(C)C)C(C)C.CN(C(ON1N=NC2C=CC=NC1=2)=[N+](C)C)C.F[P-](F)(F)(F)(F)F.[CH2:42]([O:44][C:45]([N:47]1[CH2:52][CH2:51][N:50]([C:53](=[O:88])[C@@H:54]([NH:58][C:59]([C:61]2[CH:65]=[C:64]([O:66][CH2:67][C:68]([N:70]3[CH2:74][CH2:73][CH2:72][C@H:71]3[C:75](=[O:81])[NH:76][CH:77]3[CH2:80][CH2:79][CH2:78]3)=[O:69])[N:63]([C:82]3[CH:87]=[CH:86][CH:85]=[CH:84][CH:83]=3)[N:62]=2)=[O:60])[CH2:55][CH2:56][NH2:57])[CH2:49][CH2:48]1)=[O:46])[CH3:43]. Product: [CH2:42]([O:44][C:45]([N:47]1[CH2:52][CH2:51][N:50]([C:53](=[O:88])[C@@H:54]([NH:58][C:59]([C:61]2[CH:65]=[C:64]([O:66][CH2:67][C:68]([N:70]3[CH2:74][CH2:73][CH2:72][C@H:71]3[C:75](=[O:81])[NH:76][CH:77]3[CH2:80][CH2:79][CH2:78]3)=[O:69])[N:63]([C:82]3[CH:87]=[CH:86][CH:85]=[CH:84][CH:83]=3)[N:62]=2)=[O:60])[CH2:55][CH2:56][NH:57][C:5]([CH:3]2[CH2:4][C:2]2([F:8])[F:1])=[O:6])[CH2:49][CH2:48]1)=[O:46])[CH3:43]. The catalyst class is: 174. (4) Reactant: C([Li])CCC.[C:6]([Si](C)(C)C)#[CH:7].[O:12]1[CH:16]=[C:15]([C:17](=[O:19])[CH3:18])[N:14]=[CH:13]1. Product: [O:12]1[CH:16]=[C:15]([C:17]([OH:19])([C:6]#[CH:7])[CH3:18])[N:14]=[CH:13]1. The catalyst class is: 20.